From a dataset of Forward reaction prediction with 1.9M reactions from USPTO patents (1976-2016). Predict the product of the given reaction. (1) Given the reactants Cl[CH2:2][CH2:3][CH2:4][CH2:5][C:6]([C:8]1[C:16]2[C:11](=[CH:12][CH:13]=[CH:14][CH:15]=2)[NH:10][CH:9]=1)=[O:7].[C-:17]#[N:18].[Na+], predict the reaction product. The product is: [NH:10]1[C:11]2[C:16](=[CH:15][CH:14]=[CH:13][CH:12]=2)[C:8]([C:6](=[O:7])[CH2:5][CH2:4][CH2:3][CH2:2][C:17]#[N:18])=[CH:9]1. (2) Given the reactants [OH:1][CH2:2][CH2:3][O:4][CH2:5][CH2:6][O:7][CH2:8][CH2:9][O:10][CH2:11][CH2:12][CH2:13][CH2:14][CH2:15][CH2:16][CH2:17][CH2:18][CH2:19][CH2:20][CH2:21][S:22]C(=O)C.Cl, predict the reaction product. The product is: [SH:22][CH2:21][CH2:20][CH2:19][CH2:18][CH2:17][CH2:16][CH2:15][CH2:14][CH2:13][CH2:12][CH2:11][O:10][CH2:9][CH2:8][O:7][CH2:6][CH2:5][O:4][CH2:3][CH2:2][OH:1]. (3) Given the reactants ClC(OCC)=O.[F:7][C:8]1[CH:36]=[CH:35][C:11]([C:12]([N:14]2[CH2:17][C:16]([CH2:21][O:22][C:23]3[CH:32]=[CH:31][C:30]4[C:25](=[CH:26][CH:27]=[C:28]([O:33][CH3:34])[CH:29]=4)[CH:24]=3)([C:18](O)=[O:19])[CH2:15]2)=[O:13])=[CH:10][CH:9]=1.[NH3:37], predict the reaction product. The product is: [F:7][C:8]1[CH:36]=[CH:35][C:11]([C:12]([N:14]2[CH2:17][C:16]([CH2:21][O:22][C:23]3[CH:32]=[CH:31][C:30]4[C:25](=[CH:26][CH:27]=[C:28]([O:33][CH3:34])[CH:29]=4)[CH:24]=3)([C:18]([NH2:37])=[O:19])[CH2:15]2)=[O:13])=[CH:10][CH:9]=1. (4) Given the reactants [Br:1][C:2]1[CH:3]=[N:4][C:5]2[N:6]([N:8]=[C:9]([C:11]([OH:13])=O)[CH:10]=2)[CH:7]=1.[CH2:14]([CH:16]1[C:25]2[C:20](=[CH:21][CH:22]=[CH:23][CH:24]=2)[CH2:19][CH2:18][NH:17]1)[CH3:15], predict the reaction product. The product is: [Br:1][C:2]1[CH:3]=[N:4][C:5]2[N:6]([N:8]=[C:9]([C:11]([N:17]3[CH2:18][CH2:19][C:20]4[C:25](=[CH:24][CH:23]=[CH:22][CH:21]=4)[CH:16]3[CH2:14][CH3:15])=[O:13])[CH:10]=2)[CH:7]=1. (5) Given the reactants [C:1]([O:4][C@@H:5]1[C@H:9]([O:10][C:11](=[O:13])[CH3:12])[C@@H:8]([CH2:14][O:15][C:16](=[O:18])[CH3:17])[O:7][C@H:6]1[N:19]1[C:28]2[C:22]([C:23](Cl)([N:25]=[CH:26][N:27]=2)[NH2:24])=[N:21][CH2:20]1)(=[O:3])[CH3:2].N[C:31]1[CH:32]=[C:33]([OH:37])[CH:34]=[CH:35][CH:36]=1.C(N(CC)CC)C, predict the reaction product. The product is: [C:1]([O:4][C@@H:5]1[C@H:9]([O:10][C:11](=[O:13])[CH3:12])[C@@H:8]([CH2:14][O:15][C:16](=[O:18])[CH3:17])[O:7][C@H:6]1[N:19]1[C:28]2[N:27]=[CH:26][N:25]=[C:23]([NH:24][C:31]3[CH:36]=[CH:35][CH:34]=[C:33]([OH:37])[CH:32]=3)[C:22]=2[N:21]=[CH:20]1)(=[O:3])[CH3:2].